From a dataset of Choline transporter screen with 302,306 compounds. Binary Classification. Given a drug SMILES string, predict its activity (active/inactive) in a high-throughput screening assay against a specified biological target. (1) The drug is Clc1c(NC(=O)N(C2CCCC2)C)ccc(Cl)c1. The result is 0 (inactive). (2) The drug is S(CCC(=O)N1CCOCC1)c1nc(c2ccc(OC)cc2)cc(n1)C(F)(F)F. The result is 0 (inactive). (3) The compound is O(CC(=O)c1cc(c(cc1)C)C)C(=O)c1occc1. The result is 0 (inactive). (4) The drug is Clc1c(OC)cc(NC(=O)C\C(=N\NC(=O)Cc2ccccc2)C)c(OC)c1. The result is 0 (inactive). (5) The molecule is O1C(NC2CCCCCCC2)=NCC1. The result is 0 (inactive). (6) The drug is O1c2cc3n(CC)cc(c(=O)c3cc2OC1)C(=O)NCCC(OC)=O. The result is 0 (inactive).